This data is from Full USPTO retrosynthesis dataset with 1.9M reactions from patents (1976-2016). The task is: Predict the reactants needed to synthesize the given product. (1) Given the product [F:1][C:2]1[CH:3]=[C:4]2[C:8](=[CH:9][CH:10]=1)[NH:7][C:6]([C:11]([N:13]1[CH2:17][CH2:16][CH2:15][CH2:14]1)=[O:12])=[C:5]2[S:24][C:21]1[CH:22]=[CH:23][C:18]([CH3:33])=[CH:19][CH:20]=1, predict the reactants needed to synthesize it. The reactants are: [F:1][C:2]1[CH:3]=[C:4]2[C:8](=[CH:9][CH:10]=1)[NH:7][C:6]([C:11]([N:13]1[CH2:17][CH2:16][CH2:15][CH2:14]1)=[O:12])=[CH:5]2.[C:18]1([CH3:33])[CH:23]=[CH:22][C:21]([S:24][S:24][C:21]2[CH:22]=[CH:23][C:18]([CH3:33])=[CH:19][CH:20]=2)=[CH:20][CH:19]=1. (2) Given the product [CH2:1]([NH:8][C:9]1[C:14]2=[C:15]([C:18]3[CH:23]=[CH:22][CH:21]=[CH:20][CH:19]=3)[CH:16]=[CH:17][N:13]2[N:12]=[C:11]([C:24]2[CH:29]=[C:28]([CH:30]([CH2:35][OH:34])[CH2:31][OH:32])[CH:27]=[N:26][CH:25]=2)[N:10]=1)[C:2]1[CH:7]=[CH:6][CH:5]=[CH:4][CH:3]=1, predict the reactants needed to synthesize it. The reactants are: [CH2:1]([NH:8][C:9]1[C:14]2=[C:15]([C:18]3[CH:23]=[CH:22][CH:21]=[CH:20][CH:19]=3)[CH:16]=[CH:17][N:13]2[N:12]=[C:11]([C:24]2[CH:25]=[N:26][CH:27]=[C:28]([CH:30]3[CH2:35][O:34]C(C)(C)[O:32][CH2:31]3)[CH:29]=2)[N:10]=1)[C:2]1[CH:7]=[CH:6][CH:5]=[CH:4][CH:3]=1.O.C1(C)C=CC(S(O)(=O)=O)=CC=1. (3) Given the product [NH2:7][C:8]([C:15]1[N:16]=[CH:17][CH:18]=[CH:19][N:20]=1)([CH3:14])[CH2:9][OH:10], predict the reactants needed to synthesize it. The reactants are: [H-].[Al+3].[Li+].[H-].[H-].[H-].[NH2:7][C:8]([C:15]1[N:20]=[CH:19][CH:18]=[CH:17][N:16]=1)([CH3:14])[C:9](OCC)=[O:10].O.[OH-].[Na+]. (4) Given the product [CH3:1][O:2][C:3]1[C:4]([C:22](=[O:23])[CH2:21][C:15]2[CH:20]=[CH:19][CH:18]=[CH:17][CH:16]=2)=[C:5]([CH:10]=[C:11]([O:13][CH3:14])[CH:12]=1)[C:6]([OH:8])=[O:7], predict the reactants needed to synthesize it. The reactants are: [CH3:1][O:2][C:3]1[CH:4]=[C:5]([CH:10]=[C:11]([O:13][CH3:14])[CH:12]=1)[C:6]([O:8]C)=[O:7].[C:15]1([CH2:21][C:22](Cl)=[O:23])[CH:20]=[CH:19][CH:18]=[CH:17][CH:16]=1. (5) Given the product [Si:39]([O:38][C@@H:25]1[C@@H:24]([CH2:23][OH:22])[O:28][C@@H:27]([N:29]2[CH:37]=[C:35]([CH3:36])[C:33](=[O:34])[NH:32][C:30]2=[O:31])[CH2:26]1)([C:42]([CH3:45])([CH3:43])[CH3:44])([CH3:40])[CH3:41], predict the reactants needed to synthesize it. The reactants are: COC1C=CC(C([O:22][CH2:23][C@H:24]2[O:28][C@@H:27]([N:29]3[CH:37]=[C:35]([CH3:36])[C:33](=[O:34])[NH:32][C:30]3=[O:31])[CH2:26][C@@H:25]2[O:38][Si:39]([C:42]([CH3:45])([CH3:44])[CH3:43])([CH3:41])[CH3:40])(C2C=CC=CC=2)C2C=CC(OC)=CC=2)=CC=1.C([O-])([O-])=O.[Na+].[Na+].